From a dataset of Forward reaction prediction with 1.9M reactions from USPTO patents (1976-2016). Predict the product of the given reaction. (1) Given the reactants [F:1][C:2]([Si](C)(C)C)([F:4])[F:3].[CH:9]([C:12]1[CH:13]=[C:14]([CH:23]=[CH:24][CH:25]=1)/[CH:15]=[N:16]/[S@:17]([C:19]([CH3:22])([CH3:21])[CH3:20])=[O:18])([CH3:11])[CH3:10], predict the reaction product. The product is: [CH3:22][C:19]([S@@:17]([NH:16][C@H:15]([C:14]1[CH:23]=[CH:24][CH:25]=[C:12]([CH:9]([CH3:11])[CH3:10])[CH:13]=1)[C:2]([F:4])([F:3])[F:1])=[O:18])([CH3:20])[CH3:21]. (2) Given the reactants Br[C:2]1[CH:29]=[CH:28][C:5]([CH2:6][CH2:7][N:8]2[CH2:13][CH2:12][CH:11]([C:14]([C:22]3[CH:27]=[CH:26][CH:25]=[CH:24][CH:23]=3)([C:16]3[CH:21]=[CH:20][CH:19]=[CH:18][CH:17]=3)[OH:15])[CH2:10][CH2:9]2)=[CH:4][CH:3]=1.[N:30]1[CH:35]=[CH:34][CH:33]=[C:32](B(O)O)[CH:31]=1.C(=O)([O-])[O-].[K+].[K+], predict the reaction product. The product is: [C:16]1([C:14]([C:22]2[CH:27]=[CH:26][CH:25]=[CH:24][CH:23]=2)([CH:11]2[CH2:12][CH2:13][N:8]([CH2:7][CH2:6][C:5]3[CH:28]=[CH:29][C:2]([C:32]4[CH:31]=[N:30][CH:35]=[CH:34][CH:33]=4)=[CH:3][CH:4]=3)[CH2:9][CH2:10]2)[OH:15])[CH:21]=[CH:20][CH:19]=[CH:18][CH:17]=1. (3) Given the reactants [CH:1]1([C:4]2[N:13]=[C:12]([N:14]3[CH2:19][CH2:18][N:17]([C:20]4[CH:25]=[CH:24][CH:23]=[CH:22][C:21]=4[NH:26][C:27]4C=CC=[CH:29][CH:28]=4)[CH2:16][CH2:15]3)[C:11]3[C:6](=[CH:7][C:8]([O:35][CH3:36])=[C:9]([O:33][CH3:34])[CH:10]=3)[N:5]=2)[CH2:3][CH2:2]1.C1(N)C=CC=CC=1.N1CCC1, predict the reaction product. The product is: [N:26]1([C:21]2[CH:22]=[CH:23][CH:24]=[CH:25][C:20]=2[N:17]2[CH2:18][CH2:19][N:14]([C:12]3[C:11]4[C:6](=[CH:7][C:8]([O:35][CH3:36])=[C:9]([O:33][CH3:34])[CH:10]=4)[N:5]=[C:4]([CH:1]4[CH2:3][CH2:2]4)[N:13]=3)[CH2:15][CH2:16]2)[CH2:29][CH2:28][CH2:27]1. (4) Given the reactants C(OC([NH:8][C:9]1([C:13]2[CH:18]=[CH:17][C:16]([C:19]3[N:23]4[C:24]5[CH:36]=[CH:35][CH:34]=[N:33][C:25]=5[NH:26][C:27]5[CH:32]=[CH:31][CH:30]=[CH:29][C:28]=5[C:22]4=[N:21][C:20]=3[C:37]3[CH:42]=[CH:41][C:40]([NH:43][C:44](=[O:47])[O:45][CH3:46])=[CH:39][CH:38]=3)=[CH:15][CH:14]=2)[CH2:12][CH2:11][CH2:10]1)=O)(C)(C)C.Cl.O1CCOCC1, predict the reaction product. The product is: [NH2:8][C:9]1([C:13]2[CH:18]=[CH:17][C:16]([C:19]3[N:23]4[C:24]5[CH:36]=[CH:35][CH:34]=[N:33][C:25]=5[NH:26][C:27]5[CH:32]=[CH:31][CH:30]=[CH:29][C:28]=5[C:22]4=[N:21][C:20]=3[C:37]3[CH:38]=[CH:39][C:40]([NH:43][C:44](=[O:47])[O:45][CH3:46])=[CH:41][CH:42]=3)=[CH:15][CH:14]=2)[CH2:12][CH2:11][CH2:10]1. (5) The product is: [Br:6][C:7]1[CH:12]=[CH:11][C:10]([C@@H:13]([N:15]([CH2:2][CH:3]([CH3:5])[CH3:4])[S:16]([CH2:19][C:20]2[CH:21]=[CH:22][CH:23]=[CH:24][CH:25]=2)(=[O:18])=[O:17])[CH3:14])=[CH:9][CH:8]=1. Given the reactants Br[CH2:2][CH:3]([CH3:5])[CH3:4].[Br:6][C:7]1[CH:12]=[CH:11][C:10]([C@@H:13]([NH:15][S:16]([CH2:19][C:20]2[CH:25]=[CH:24][CH:23]=[CH:22][CH:21]=2)(=[O:18])=[O:17])[CH3:14])=[CH:9][CH:8]=1.C([O-])([O-])=O.[K+].[K+], predict the reaction product. (6) Given the reactants COC([CH:5]1[CH2:11][CH2:10][N:9]([C:12]([O:14][CH:15]([CH3:17])[CH3:16])=[O:13])[C:8]2[CH:18]=[C:19]([Cl:23])[C:20]([Br:22])=[CH:21][C:7]=2[C:6]1=[O:24])=O, predict the reaction product. The product is: [CH:15]([O:14][C:12]([N:9]1[CH2:10][CH2:11][CH2:5][C:6](=[O:24])[C:7]2[CH:21]=[C:20]([Br:22])[C:19]([Cl:23])=[CH:18][C:8]1=2)=[O:13])([CH3:17])[CH3:16]. (7) Given the reactants [OH:1]O.[NH2:3][C:4]1[N:8]([C:9]2[C:14]([Cl:15])=[CH:13][C:12]([C:16]([F:19])([F:18])[F:17])=[CH:11][C:10]=2[Cl:20])[C:7]([C:21]#[N:22])=[C:6]([C:23]#[N:24])[C:5]=1[S:25][C:26]([F:29])([F:28])[F:27].C(Cl)Cl.O, predict the reaction product. The product is: [NH2:3][C:4]1[N:8]([C:9]2[C:14]([Cl:15])=[CH:13][C:12]([C:16]([F:17])([F:18])[F:19])=[CH:11][C:10]=2[Cl:20])[C:7]([C:21]#[N:22])=[C:6]([C:23]#[N:24])[C:5]=1[S:25]([C:26]([F:29])([F:28])[F:27])=[O:1]. (8) Given the reactants [CH:1]1([CH2:6][CH:7]([C:11]2[CH:16]=[CH:15][C:14]([N+:17]([O-:19])=[O:18])=[CH:13][CH:12]=2)[C:8]([OH:10])=O)[CH2:5][CH2:4][CH2:3][CH2:2]1.CN(C(ON1N=NC2C1=CC=CC=2)=[N+](C)C)C.F[P-](F)(F)(F)(F)F.[CH2:44]([O:46][C:47](=[O:55])[CH2:48][C:49]1[N:50]=[C:51]([NH2:54])[S:52][CH:53]=1)[CH3:45].C(N(CC)C(C)C)(C)C.Cl, predict the reaction product. The product is: [CH2:44]([O:46][C:47](=[O:55])[CH2:48][C:49]1[N:50]=[C:51]([NH:54][C:8](=[O:10])[CH:7]([C:11]2[CH:16]=[CH:15][C:14]([N+:17]([O-:19])=[O:18])=[CH:13][CH:12]=2)[CH2:6][CH:1]2[CH2:2][CH2:3][CH2:4][CH2:5]2)[S:52][CH:53]=1)[CH3:45]. (9) The product is: [CH:26]1[N:9]=[CH:8][N:7]2[CH:11]=[CH:12][CH:13]=[C:24]([CH2:28][OH:21])[C:25]=12. Given the reactants [H-].[Al+3].[Li+].[H-].[H-].[H-].[NH:7]1[C:11]2[CH:12]=[CH:13]C=NC=2[N:9]=[C:8]1C(OCC)=O.[OH2:21].[OH-].[Na+].[CH2:24]1[CH2:28]O[CH2:26][CH2:25]1, predict the reaction product.